Task: Predict the product of the given reaction.. Dataset: Forward reaction prediction with 1.9M reactions from USPTO patents (1976-2016) Given the reactants [NH2:1][CH2:2][C:3]1[N:8]=[C:7]([C:9]2[CH:14]=[CH:13][CH:12]=[CH:11][N:10]=2)[CH:6]=[C:5]([O:15][CH2:16][CH2:17][N:18]([CH2:21][CH3:22])[CH2:19][CH3:20])[CH:4]=1.[CH2:23]([N:25]([CH2:28][CH3:29])[CH2:26][CH3:27])[CH3:24].[S:30]1[CH:34]=[CH:33][CH:32]=[C:31]1[S:35](Cl)(=[O:37])=[O:36], predict the reaction product. The product is: [CH2:19]([N:18]([CH2:21][CH3:22])[CH2:17][CH2:16][O:15][C:5]1[CH:4]=[C:3]([CH2:2][NH:1][S:35]([C:31]2[S:30][CH:34]=[CH:33][CH:32]=2)(=[O:37])=[O:36])[N:8]=[C:7]([C:9]2[CH:14]=[CH:13][CH:12]=[CH:11][N:10]=2)[CH:6]=1)[CH3:20].[CH2:19]([N:18]([CH2:21][CH3:22])[CH2:17][CH2:16][O:15][C:5]1[CH:4]=[C:3]([CH2:2][N:1]([CH2:2][C:3]2[N:8]=[C:7]([C:9]3[CH:14]=[CH:13][CH:12]=[CH:11][N:10]=3)[CH:6]=[C:5]([O:15][CH2:24][CH2:23][N:25]([CH2:28][CH3:29])[CH2:26][CH3:27])[CH:4]=2)[S:35]([C:31]2[S:30][CH:34]=[CH:33][CH:32]=2)(=[O:37])=[O:36])[N:8]=[C:7]([C:9]2[CH:14]=[CH:13][CH:12]=[CH:11][N:10]=2)[CH:6]=1)[CH3:20].